From a dataset of Reaction yield outcomes from USPTO patents with 853,638 reactions. Predict the reaction yield, written as a fraction of the theoretical maximum amount of product (1.0 means a 100% yield; for example, 0.34 means a 34% yield). (1) The reactants are [Cl:1][C:2]1[CH:22]=[C:21]([Cl:23])[CH:20]=[CH:19][C:3]=1[CH2:4][N:5]1[C:9]([CH2:10][CH2:11][C:12]([OH:14])=O)=[CH:8][C:7]([O:15][CH:16]([CH3:18])[CH3:17])=[N:6]1.[CH2:24]([S:27]([NH2:30])(=[O:29])=[O:28])[CH2:25][CH3:26].N12CCCN=C1CCCCC2. The catalyst is O1CCCC1. The product is [Cl:1][C:2]1[CH:22]=[C:21]([Cl:23])[CH:20]=[CH:19][C:3]=1[CH2:4][N:5]1[C:9]([CH2:10][CH2:11][C:12]([NH:30][S:27]([CH2:24][CH2:25][CH3:26])(=[O:29])=[O:28])=[O:14])=[CH:8][C:7]([O:15][CH:16]([CH3:18])[CH3:17])=[N:6]1. The yield is 0.800. (2) The yield is 0.390. The reactants are C(=O)(O)[O-].[Na+].[CH2:6]([NH:13][CH2:14][CH2:15][C:16]1[CH:31]=[CH:30][C:19]([O:20][C:21]2[CH:29]=[CH:28][C:24]([C:25]([NH2:27])=[O:26])=[CH:23][N:22]=2)=[CH:18][CH:17]=1)[C:7]1[CH:12]=[CH:11][CH:10]=[CH:9][CH:8]=1.Br[CH2:33][CH2:34][C:35]1[CH:40]=[CH:39][CH:38]=[CH:37][CH:36]=1.CN(C=O)C. The catalyst is O. The product is [CH2:6]([N:13]([CH2:33][CH2:34][C:35]1[CH:40]=[CH:39][CH:38]=[CH:37][CH:36]=1)[CH2:14][CH2:15][C:16]1[CH:31]=[CH:30][C:19]([O:20][C:21]2[CH:29]=[CH:28][C:24]([C:25]([NH2:27])=[O:26])=[CH:23][N:22]=2)=[CH:18][CH:17]=1)[C:7]1[CH:8]=[CH:9][CH:10]=[CH:11][CH:12]=1. (3) The reactants are [F:1][C:2]1[CH:7]=[CH:6][CH:5]=[C:4]([F:8])[C:3]=1[N:9]1[C:14]2[N:15]=[C:16](S(C)=O)[N:17]=[C:18]([C:19]3[CH:20]=[C:21]([CH:28]=[CH:29][C:30]=3[CH3:31])[C:22]([NH:24][CH:25]([CH3:27])[CH3:26])=[O:23])[C:13]=2[CH2:12][NH:11][C:10]1=[O:35].C(Cl)(Cl)Cl.[CH3:40][N:41]1[CH2:46][CH2:45][N:44]([CH:47]2[CH2:52][CH2:51][NH:50][CH2:49][CH2:48]2)[CH2:43][CH2:42]1.C(N(CC)C(C)C)(C)C. The catalyst is C1COCC1. The product is [F:1][C:2]1[CH:7]=[CH:6][CH:5]=[C:4]([F:8])[C:3]=1[N:9]1[C:14]2[N:15]=[C:16]([N:50]3[CH2:49][CH2:48][CH:47]([N:44]4[CH2:43][CH2:42][N:41]([CH3:40])[CH2:46][CH2:45]4)[CH2:52][CH2:51]3)[N:17]=[C:18]([C:19]3[CH:20]=[C:21]([CH:28]=[CH:29][C:30]=3[CH3:31])[C:22]([NH:24][CH:25]([CH3:27])[CH3:26])=[O:23])[C:13]=2[CH2:12][NH:11][C:10]1=[O:35]. The yield is 0.850. (4) The reactants are [Cl:1][C:2]1[CH:15]=[C:14]([C:16]2([CH3:21])[O:20][CH2:19][CH2:18][O:17]2)[C:5]([O:6][CH:7]([CH3:13])[C:8](OCC)=[O:9])=[C:4]([CH:22]=O)[C:3]=1[F:24].C([BH3-])#N.[Na+].Cl.[C:30]([N:33]1[CH2:36][CH:35]([NH2:37])[CH2:34]1)(=[O:32])[CH3:31]. The catalyst is CO. The product is [C:30]([N:33]1[CH2:36][CH:35]([N:37]2[CH2:22][C:4]3[C:3]([F:24])=[C:2]([Cl:1])[CH:15]=[C:14]([C:16]4([CH3:21])[O:20][CH2:19][CH2:18][O:17]4)[C:5]=3[O:6][CH:7]([CH3:13])[C:8]2=[O:9])[CH2:34]1)(=[O:32])[CH3:31]. The yield is 0.320.